From a dataset of Peptide-MHC class I binding affinity with 185,985 pairs from IEDB/IMGT. Regression. Given a peptide amino acid sequence and an MHC pseudo amino acid sequence, predict their binding affinity value. This is MHC class I binding data. (1) The peptide sequence is HPVLVTATL. The MHC is HLA-B07:02 with pseudo-sequence HLA-B07:02. The binding affinity (normalized) is 0.666. (2) The peptide sequence is KVFDKSLLY. The MHC is HLA-B07:02 with pseudo-sequence HLA-B07:02. The binding affinity (normalized) is 0.0847. (3) The binding affinity (normalized) is 0.0847. The MHC is HLA-A30:01 with pseudo-sequence HLA-A30:01. The peptide sequence is PTDYAKPQY. (4) The peptide sequence is TVQIIKLL. The MHC is HLA-A02:02 with pseudo-sequence HLA-A02:02. The binding affinity (normalized) is 0.0121. (5) The peptide sequence is QQYAESREL. The MHC is HLA-A02:01 with pseudo-sequence HLA-A02:01. The binding affinity (normalized) is 0.144. (6) The peptide sequence is NASKTINAL. The MHC is HLA-A02:02 with pseudo-sequence HLA-A02:02. The binding affinity (normalized) is 0.560. (7) The MHC is HLA-B40:01 with pseudo-sequence HLA-B40:01. The peptide sequence is FEEAALCTFL. The binding affinity (normalized) is 0.937.